Task: Predict which catalyst facilitates the given reaction.. Dataset: Catalyst prediction with 721,799 reactions and 888 catalyst types from USPTO (1) Reactant: [Cl:1][C:2]1[CH:7]=[C:6]([N+:8]([O-:10])=[O:9])[CH:5]=[C:4]([N+]([O-])=O)[CH:3]=1.[OH:14][CH2:15][C:16]1[CH:21]=[CH:20][C:19]([NH:22][C:23](=[O:25])[CH3:24])=[CH:18][CH:17]=1.C([O-])([O-])=O.[K+].[K+]. Product: [Cl:1][C:2]1[CH:3]=[C:4]([CH:5]=[C:6]([N+:8]([O-:10])=[O:9])[CH:7]=1)[O:14][CH2:15][C:16]1[CH:17]=[CH:18][C:19]([NH:22][C:23](=[O:25])[CH3:24])=[CH:20][CH:21]=1. The catalyst class is: 18. (2) Reactant: [C:1]([OH:7])#[C:2][CH2:3][CH2:4][CH2:5][CH3:6].Cl.[CH2:9]1[CH2:13]O[CH2:11][CH2:10]1.CCN([CH2:19][CH3:20])CC. Product: [CH:1]1[C:19]2[C:20]3=[C:13]4[C:2](=[CH:3][CH:4]=2)[CH:1]=[CH:11][CH:10]=[C:9]4[CH:6]=[CH:5][C:4]3=[CH:3][CH:2]=1.[C:1]([OH:7])#[C:2][CH2:3][CH2:4][CH2:5][CH3:6]. The catalyst class is: 205. (3) Reactant: [C:1]([O:5][C:6]([N:8]1[CH2:16][CH2:15][CH:11]([C:12](O)=[O:13])[CH2:10][CH2:9]1)=[O:7])([CH3:4])([CH3:3])[CH3:2].CN1CCOCC1.ClC(OCC)=O.[BH4-].[Na+]. Product: [C:1]([O:5][C:6]([N:8]1[CH2:16][CH2:15][CH:11]([CH2:12][OH:13])[CH2:10][CH2:9]1)=[O:7])([CH3:4])([CH3:3])[CH3:2]. The catalyst class is: 83. (4) Reactant: [F:1][C:2]1[CH:7]=[CH:6][C:5]([C:8]2[O:9][C:10]3[CH:20]=[CH:19][C:18]([C:21]4[CH:22]=[C:23]([CH:27]=[CH:28][CH:29]=4)[C:24](O)=[O:25])=[CH:17][C:11]=3[C:12]=2[C:13](=[O:16])[NH:14][CH3:15])=[CH:4][CH:3]=1.CCN=C=NCCCN(C)C.Cl.[C:42]([S:46]([NH2:49])(=[O:48])=[O:47])([CH3:45])([CH3:44])[CH3:43].ClCCCl. Product: [C:42]([S:46]([NH:49][C:24]([C:23]1[CH:22]=[C:21]([C:18]2[CH:19]=[CH:20][C:10]3[O:9][C:8]([C:5]4[CH:6]=[CH:7][C:2]([F:1])=[CH:3][CH:4]=4)=[C:12]([C:13]([NH:14][CH3:15])=[O:16])[C:11]=3[CH:17]=2)[CH:29]=[CH:28][CH:27]=1)=[O:25])(=[O:48])=[O:47])([CH3:45])([CH3:44])[CH3:43]. The catalyst class is: 241. (5) Reactant: [CH:1]1([C:4]2[N:8]=[C:7]([CH:9]3[CH2:14][CH:13]([C:15]4[CH:20]=[CH:19][C:18]([C:21]([F:24])([F:23])[F:22])=[CH:17][CH:16]=4)[CH2:12][N:11](C(OC(C)(C)C)=O)[CH2:10]3)[O:6][N:5]=2)[CH2:3][CH2:2]1.FC(F)(F)C(O)=O. Product: [CH:1]1([C:4]2[N:8]=[C:7]([CH:9]3[CH2:14][CH:13]([C:15]4[CH:16]=[CH:17][C:18]([C:21]([F:22])([F:24])[F:23])=[CH:19][CH:20]=4)[CH2:12][NH:11][CH2:10]3)[O:6][N:5]=2)[CH2:2][CH2:3]1. The catalyst class is: 4.